Dataset: Full USPTO retrosynthesis dataset with 1.9M reactions from patents (1976-2016). Task: Predict the reactants needed to synthesize the given product. (1) Given the product [F:12][C:10]1[CH:9]=[C:4]([C:5]([O:7][CH3:8])=[O:6])[C:3]2[O:13][C:16]([CH2:15][CH2:14][OH:18])=[CH:17][C:2]=2[CH:11]=1, predict the reactants needed to synthesize it. The reactants are: Br[C:2]1[C:3]([OH:13])=[C:4]([CH:9]=[C:10]([F:12])[CH:11]=1)[C:5]([O:7][CH3:8])=[O:6].[CH2:14]([OH:18])[CH2:15][C:16]#[CH:17].C(N(CC)CC)C. (2) Given the product [NH:44]1[CH:43]=[C:42]([C:5]2[S:4][C:3]3[C:8](=[O:9])[NH:10][C:17]4([CH2:12][CH2:13][CH2:14][CH2:15][CH2:16]4)[NH:1][C:2]=3[CH:6]=2)[CH:46]=[N:45]1, predict the reactants needed to synthesize it. The reactants are: [NH2:1][C:2]1[CH:6]=[C:5](Br)[S:4][C:3]=1[C:8]([NH2:10])=[O:9].C[C:12]1[CH:13]=[CH:14][C:15](S(O)(=O)=O)=[CH:16][CH:17]=1.C1(=O)CCCCC1.C([O-])(O)=O.[Na+].CC1(C)C(C)(C)OB([C:42]2[CH:43]=[N:44][NH:45][CH:46]=2)O1.C(=O)([O-])[O-].[Na+].[Na+]. (3) Given the product [C:17]([O-:19])(=[O:18])[CH3:16].[CH2:1]([O:5][C:6]1[CH:11]=[CH:10][C:9]([S:12]([N:15]2[CH2:21][CH:16]2[C:17]([O:19][CH3:20])=[O:18])(=[O:14])=[O:13])=[CH:8][CH:7]=1)[C:2]#[C:3][CH3:4], predict the reactants needed to synthesize it. The reactants are: [CH2:1]([O:5][C:6]1[CH:11]=[CH:10][C:9]([S:12]([NH:15][CH:16]([CH2:21]O)[C:17]([O:19][CH3:20])=[O:18])(=[O:14])=[O:13])=[CH:8][CH:7]=1)[C:2]#[C:3][CH3:4].C1(P(C2C=CC=CC=2)C2C=CC=CC=2)C=CC=CC=1.CCOC(/N=N/C(OCC)=O)=O.